This data is from Forward reaction prediction with 1.9M reactions from USPTO patents (1976-2016). The task is: Predict the product of the given reaction. Given the reactants [C:1]([O:5][C:6]([N:8]1[CH2:13][CH2:12][CH:11]([O:14][C:15]2[CH:20]=[CH:19][C:18]([NH:21][CH2:22]/[CH:23]=[CH:24]/[C:25]3[CH:26]=[C:27]([CH:30]=[CH:31][CH:32]=3)[C:28]#[N:29])=[CH:17][CH:16]=2)[CH2:10][CH2:9]1)=[O:7])([CH3:4])([CH3:3])[CH3:2].[CH:33](=O)[CH3:34].C(O)(=O)C.C([BH3-])#N.[Na+], predict the reaction product. The product is: [C:1]([O:5][C:6]([N:8]1[CH2:13][CH2:12][CH:11]([O:14][C:15]2[CH:20]=[CH:19][C:18]([N:21]([CH2:22]/[CH:23]=[CH:24]/[C:25]3[CH:26]=[C:27]([CH:30]=[CH:31][CH:32]=3)[C:28]#[N:29])[CH2:33][CH3:34])=[CH:17][CH:16]=2)[CH2:10][CH2:9]1)=[O:7])([CH3:4])([CH3:2])[CH3:3].